From a dataset of Full USPTO retrosynthesis dataset with 1.9M reactions from patents (1976-2016). Predict the reactants needed to synthesize the given product. (1) Given the product [ClH:51].[F:1][C:2]1[CH:7]=[CH:6][C:5]([C:8]2[C:9]([N:14]3[CH2:15][CH2:16][N:17]([CH2:31][C:29]4[CH:28]=[N:27][N:26]([C:24]5[N:23]=[CH:22][N:21]([CH3:20])[CH:25]=5)[CH:30]=4)[CH2:18][CH2:19]3)=[N:10][CH:11]=[CH:12][N:13]=2)=[CH:4][CH:3]=1, predict the reactants needed to synthesize it. The reactants are: [F:1][C:2]1[CH:7]=[CH:6][C:5]([C:8]2[C:9]([N:14]3[CH2:19][CH2:18][NH:17][CH2:16][CH2:15]3)=[N:10][CH:11]=[CH:12][N:13]=2)=[CH:4][CH:3]=1.[CH3:20][N:21]1[CH:25]=[C:24]([N:26]2[CH:30]=[C:29]([CH:31]=O)[CH:28]=[N:27]2)[N:23]=[CH:22]1.C(O[BH-](OC(=O)C)OC(=O)C)(=O)C.[Na+].C(O)(=O)C.[Cl:51]CCCl. (2) Given the product [CH2:1]([O:3][C:4]([C:6]1[C:15](=[O:16])[C:14]2[C:9](=[CH:10][CH:11]=[CH:12][CH:13]=2)[N:8]([CH2:25][C:24]2[CH:27]=[CH:28][C:21]([O:20][CH3:19])=[CH:22][CH:23]=2)[CH:7]=1)=[O:5])[CH3:2], predict the reactants needed to synthesize it. The reactants are: [CH2:1]([O:3][C:4]([C:6]1[C:15](=[O:16])[C:14]2[C:9](=[CH:10][CH:11]=[CH:12][CH:13]=2)[NH:8][CH:7]=1)=[O:5])[CH3:2].[H-].[Na+].[CH3:19][O:20][C:21]1[CH:28]=[CH:27][C:24]([CH2:25]Cl)=[CH:23][CH:22]=1. (3) The reactants are: C(O[N:9]1[CH:14]=[CH:13][CH:12]=[CH:11][C:10]1=[O:15])C1C=CC=CC=1.Br[C:17]1[CH:18]=[CH:19][C:20]2[C:25]3[CH:26]4[N:31]([CH2:32][CH2:33][C:24]=3[N:23]([CH3:34])[C:21]=2[CH:22]=1)[CH2:30][CH2:29][CH2:28][CH2:27]4.BrC1C=C2C([C:40]3[CH2:52][CH2:51][N:50]4[CH:46]([CH2:47]CC4)[C:41]=3N2C)=CC=1.[ClH:53].[CH3:54][OH:55]. Given the product [ClH:53].[ClH:53].[CH3:34][N:23]1[C:24]2[CH2:33][CH2:32][N:31]3[CH:26]([C:25]=2[C:20]2[CH:19]=[CH:18][C:17]([N:9]4[CH:14]=[CH:13][C:12]([O:55][CH2:54][C:52]5[CH:51]=[N:50][C:46]([CH3:47])=[CH:41][CH:40]=5)=[CH:11][C:10]4=[O:15])=[CH:22][C:21]1=2)[CH2:27][CH2:28][CH2:29][CH2:30]3, predict the reactants needed to synthesize it.